Dataset: Full USPTO retrosynthesis dataset with 1.9M reactions from patents (1976-2016). Task: Predict the reactants needed to synthesize the given product. (1) Given the product [F:9][C:10]1[CH:15]=[CH:14][CH:13]=[CH:12][C:11]=1[C:2]1[CH:3]=[N:4][N:5]([CH3:8])[C:6]=1[NH2:7], predict the reactants needed to synthesize it. The reactants are: Br[C:2]1[CH:3]=[N:4][N:5]([CH3:8])[C:6]=1[NH2:7].[F:9][C:10]1[CH:15]=[CH:14][CH:13]=[CH:12][C:11]=1B(O)O.CC(C1C=C(C(C)C)C(C2C=CC=CC=2P(C2CCCCC2)C2CCCCC2)=C(C(C)C)C=1)C.[O-]P([O-])([O-])=O.[K+].[K+].[K+]. (2) Given the product [C:1]([C:5]1[N:10]=[CH:9][C:8]([C:11]2[N:12]([C:32]([N:41]3[CH2:40][CH2:39][N:38]([CH2:44][CH2:45][C:46]([NH2:48])=[O:47])[CH2:43][CH2:42]3)=[O:33])[C@@:13]([C:25]3[CH:30]=[CH:29][C:28]([Cl:31])=[CH:27][CH:26]=3)([CH3:24])[C@@:14]([C:17]3[CH:18]=[CH:19][C:20]([Cl:23])=[CH:21][CH:22]=3)([CH3:16])[N:15]=2)=[C:7]([O:35][CH2:36][CH3:37])[CH:6]=1)([CH3:2])([CH3:4])[CH3:3], predict the reactants needed to synthesize it. The reactants are: [C:1]([C:5]1[N:10]=[CH:9][C:8]([C:11]2[N:12]([C:32](Cl)=[O:33])[C@@:13]([C:25]3[CH:30]=[CH:29][C:28]([Cl:31])=[CH:27][CH:26]=3)([CH3:24])[C@@:14]([C:17]3[CH:22]=[CH:21][C:20]([Cl:23])=[CH:19][CH:18]=3)([CH3:16])[N:15]=2)=[C:7]([O:35][CH2:36][CH3:37])[CH:6]=1)([CH3:4])([CH3:3])[CH3:2].[N:38]1([CH2:44][CH2:45][C:46]([NH2:48])=[O:47])[CH2:43][CH2:42][NH:41][CH2:40][CH2:39]1. (3) Given the product [Br:16][C:11]1[S:10][C:9]([C:12]([O:14][CH3:15])=[O:13])=[CH:8][C:7]=1[C:1]1[CH:2]=[CH:3][CH:4]=[CH:5][CH:6]=1, predict the reactants needed to synthesize it. The reactants are: [C:1]1([C:7]2[CH:8]=[C:9]([C:12]([O:14][CH3:15])=[O:13])[S:10][CH:11]=2)[CH:6]=[CH:5][CH:4]=[CH:3][CH:2]=1.[Br-:16].[Br-].[Br-].[NH+]1C=CC=CC=1.[NH+]1C=CC=CC=1.[NH+]1C=CC=CC=1.[O-]S([O-])(=S)=O.[Na+].[Na+]. (4) Given the product [NH2:1][C:2]1[S:6][C:5]([CH:7]2[CH2:11][CH2:10][CH2:9][CH2:8]2)=[N:4][C:3]=1[C:12]([NH:14][C:15]1[CH:16]=[N:17][N:18]([CH3:29])[C:19]=1[C@@H:20]1[CH2:26][CH2:25][C@@H:24]([NH2:27])[C@@H:23]([F:28])[CH2:22][O:21]1)=[O:13], predict the reactants needed to synthesize it. The reactants are: [NH2:1][C:2]1[S:6][C:5]([C:7]2[CH2:11][CH2:10][CH2:9][CH:8]=2)=[N:4][C:3]=1[C:12]([NH:14][C:15]1[CH:16]=[N:17][N:18]([CH3:29])[C:19]=1[C@@H:20]1[CH2:26][CH2:25][C@@H:24]([NH2:27])[C@@H:23]([F:28])[CH2:22][O:21]1)=[O:13].